Dataset: Catalyst prediction with 721,799 reactions and 888 catalyst types from USPTO. Task: Predict which catalyst facilitates the given reaction. (1) Reactant: [NH2:1][C:2]1[C:9]([CH3:10])=[CH:8][C:5]([C:6]#[N:7])=[CH:4][C:3]=1[Cl:11].CO. Product: [NH2:7][CH2:6][C:5]1[CH:8]=[C:9]([CH3:10])[C:2]([NH2:1])=[C:3]([Cl:11])[CH:4]=1. The catalyst class is: 1. (2) Reactant: [C:1]([N:8]([CH3:15])[C@H:9]([CH2:13][OH:14])[CH:10]([CH3:12])[CH3:11])([O:3][C:4]([CH3:7])([CH3:6])[CH3:5])=[O:2].C([O-])(O)=O.[Na+].[K+].[Br-].Cl[O-].[Na+]. Product: [C:4]([O:3][C:1](=[O:2])[N:8]([C@H:9]([CH:13]=[O:14])[CH:10]([CH3:11])[CH3:12])[CH3:15])([CH3:5])([CH3:7])[CH3:6]. The catalyst class is: 46. (3) Reactant: [CH2:1]([O:3][CH:4]([S:52][CH2:53][CH3:54])[C@@H:5]1[CH2:9][CH2:8][CH2:7][N:6]1[C:10](=[O:51])[C:11]1[CH:16]=[C:15]([O:17][CH3:18])[CH:14]=[C:13]([O:19][CH2:20][CH2:21][CH2:22][CH2:23][CH2:24][O:25][C:26]2[CH:31]=[CH:30][C:29]([C:32]3[NH:36][C:35]4[CH:37]=[C:38]([N:41]5[CH2:46][CH2:45][N:44]([CH3:47])[CH2:43][CH2:42]5)[CH:39]=[CH:40][C:34]=4[N:33]=3)=[CH:28][CH:27]=2)[C:12]=1[N+:48]([O-])=O)[CH3:2].O.O.Cl[Sn]Cl.[C:60]([O-])(O)=O.[Na+]. Product: [CH2:1]([O:3][CH:4]([S:52][CH2:53][CH3:54])[C@@H:5]1[CH2:9][CH2:8][CH2:7][N:6]1[C:10](=[O:51])[C:11]1[CH:16]=[C:15]([O:17][CH3:18])[CH:14]=[C:13]([O:19][CH2:20][CH2:21][CH2:22][CH2:23][CH2:24][O:25][C:26]2[CH:31]=[CH:30][C:29]([C:32]3[NH:36][C:35]4[CH:37]=[C:38]([N:41]5[CH2:46][CH2:45][N:44]([CH2:47][CH3:60])[CH2:43][CH2:42]5)[CH:39]=[CH:40][C:34]=4[N:33]=3)=[CH:28][CH:27]=2)[C:12]=1[NH2:48])[CH3:2]. The catalyst class is: 125. (4) Reactant: C(O)(C(F)(F)F)=O.[F:8][C:9]1[CH:38]=[CH:37][CH:36]=[C:35]([NH:39][C:40](=[O:56])[CH:41]([OH:55])[CH:42]([C:49]2[CH:54]=[CH:53][CH:52]=[CH:51][CH:50]=2)[C:43]2[CH:48]=[CH:47][CH:46]=[CH:45][CH:44]=2)[C:10]=1[CH2:11][CH2:12][C@@H:13]1[N:18]([S:19]([C:22]2[CH:27]=[CH:26][CH:25]=[CH:24][CH:23]=2)(=[O:21])=[O:20])[CH2:17][CH2:16][N:15](C(OC(C)(C)C)=O)[CH2:14]1. Product: [F:8][C:9]1[C:10]([CH2:11][CH2:12][C@H:13]2[CH2:14][NH:15][CH2:16][CH2:17][N:18]2[S:19]([C:22]2[CH:27]=[CH:26][CH:25]=[CH:24][CH:23]=2)(=[O:20])=[O:21])=[C:35]([NH:39][C:40](=[O:56])[C@@H:41]([OH:55])[CH:42]([C:43]2[CH:44]=[CH:45][CH:46]=[CH:47][CH:48]=2)[C:49]2[CH:54]=[CH:53][CH:52]=[CH:51][CH:50]=2)[CH:36]=[CH:37][CH:38]=1. The catalyst class is: 2. (5) Reactant: [P:1]([O-:5])([O-:4])([OH:3])=[O:2].[Na+:6].[Na+].[P:8]([O-:12])([OH:11])([OH:10])=[O:9].[Na+]. Product: [P:1]([O-:5])([OH:4])([OH:3])=[O:2].[Na+:6].[P:8]([O-:12])([O-:11])([OH:10])=[O:9].[Na+:6].[Na+:6]. The catalyst class is: 6. (6) Reactant: [F:1][C:2]1[CH:9]=[CH:8][C:5]([CH:6]=[O:7])=[CH:4][C:3]=1[CH2:10][OH:11].N1C=CN=C1.[C:17]([Si:21]([CH3:24])([CH3:23])Cl)([CH3:20])([CH3:19])[CH3:18]. Product: [Si:21]([O:11][CH2:10][C:3]1[CH:4]=[C:5]([CH:8]=[CH:9][C:2]=1[F:1])[CH:6]=[O:7])([C:17]([CH3:20])([CH3:19])[CH3:18])([CH3:24])[CH3:23]. The catalyst class is: 46. (7) Reactant: [CH:1]1[C:11]2[CH2:10][CH2:9][C:8]3[CH:12]=[CH:13][CH:14]=[CH:15][C:7]=3[C:6](=[CH:16][C:17]3[CH:22]=[CH:21][CH:20]=[CH:19][C:18]=3[NH2:23])[C:5]=2[CH:4]=[CH:3][CH:2]=1.CC(O)=O.[O-:28][C:29]#[N:30].[Na+]. Product: [CH:1]1[C:11]2[CH2:10][CH2:9][C:8]3[CH:12]=[CH:13][CH:14]=[CH:15][C:7]=3[C:6](=[CH:16][C:17]3[CH:22]=[CH:21][CH:20]=[CH:19][C:18]=3[NH:23][C:29]([NH2:30])=[O:28])[C:5]=2[CH:4]=[CH:3][CH:2]=1. The catalyst class is: 6.